This data is from Peptide-MHC class II binding affinity with 134,281 pairs from IEDB. The task is: Regression. Given a peptide amino acid sequence and an MHC pseudo amino acid sequence, predict their binding affinity value. This is MHC class II binding data. (1) The peptide sequence is SARLRLLRDRLVEGV. The MHC is DRB1_1201 with pseudo-sequence DRB1_1201. The binding affinity (normalized) is 0.474. (2) The MHC is DRB1_0301 with pseudo-sequence DRB1_0301. The peptide sequence is THSWEYWGAQLNAMK. The binding affinity (normalized) is 0. (3) The binding affinity (normalized) is 0.301. The MHC is DRB1_0901 with pseudo-sequence DRB1_0901. The peptide sequence is APEDKYEAFVLHFSE.